Dataset: Full USPTO retrosynthesis dataset with 1.9M reactions from patents (1976-2016). Task: Predict the reactants needed to synthesize the given product. (1) The reactants are: O[C:2]1[C:3]2[N:11]=[CH:10][CH:9]=[C:8]([C:12]([NH2:14])=[O:13])[C:4]=2[N:5]=[CH:6][N:7]=1.[NH2:15][C@@H:16]([C:34]1[CH:39]=[CH:38][C:37]([Cl:40])=[C:36]([C:41]([F:44])([F:43])[F:42])[CH:35]=1)[CH2:17][N:18]([CH:31]([CH3:33])[CH3:32])S(C1C=CC([N+]([O-])=O)=CC=1)(=O)=O. Given the product [Cl:40][C:37]1[CH:38]=[CH:39][C:34]([C@H:16]([NH:15][C:2]2[C:3]3[N:11]=[CH:10][CH:9]=[C:8]([C:12]([NH2:14])=[O:13])[C:4]=3[N:5]=[CH:6][N:7]=2)[CH2:17][NH:18][CH:31]([CH3:33])[CH3:32])=[CH:35][C:36]=1[C:41]([F:42])([F:43])[F:44], predict the reactants needed to synthesize it. (2) Given the product [CH3:16][O:15][C:14](=[O:17])[O-:19].[C:1]12([N+:11]([CH3:14])([CH3:13])[CH3:12])[CH2:8][CH:7]3[CH2:6][CH:5]([CH2:4][CH:3]([CH2:9]3)[CH2:2]1)[CH2:10]2, predict the reactants needed to synthesize it. The reactants are: [C:1]12([N:11]([CH3:13])[CH3:12])[CH2:10][CH:5]3[CH2:6][CH:7]([CH2:9][CH:3]([CH2:4]3)[CH2:2]1)[CH2:8]2.[C:14](=[O:19])([O:17]C)[O:15][CH3:16]. (3) Given the product [CH:1]1([N:7]2[C:12](=[O:13])[C:11]3[S:14][CH:15]=[C:16]([C:17]4[CH:18]=[CH:19][CH:20]=[CH:21][CH:22]=4)[C:10]=3[N:9]=[CH:8]2)[CH2:6][CH2:5][CH2:4][CH2:3][CH2:2]1, predict the reactants needed to synthesize it. The reactants are: [C:1]1([N:7]2[C:12](=[O:13])[C:11]3[S:14][CH:15]=[C:16]([C:17]4[CH:22]=[CH:21][CH:20]=[CH:19][CH:18]=4)[C:10]=3[N:9]=[CH:8]2)[CH:6]=[CH:5][CH:4]=[CH:3][CH:2]=1.NC1C(C2C=CC=CC=2)=CSC=1C(OC)=O.C(OCC)(OCC)OCC.C1(N)CCCCC1. (4) Given the product [Si:19]([O:11][CH2:10][C@@H:5]([NH2:4])[CH2:6][CH:7]([CH3:9])[CH3:8])([C:22]([CH3:25])([CH3:24])[CH3:23])([CH3:21])[CH3:20], predict the reactants needed to synthesize it. The reactants are: ClCCl.[NH2:4][C@H:5]([CH2:10][OH:11])[CH2:6][CH:7]([CH3:9])[CH3:8].C(N(CC)CC)C.[Si:19](Cl)([C:22]([CH3:25])([CH3:24])[CH3:23])([CH3:21])[CH3:20].